From a dataset of Catalyst prediction with 721,799 reactions and 888 catalyst types from USPTO. Predict which catalyst facilitates the given reaction. (1) Reactant: [C:1]([O:5][C:6]([NH:8][CH:9]1[CH2:12][CH:11]([CH2:13][C:14]([O:16]CC)=O)[CH2:10]1)=[O:7])([CH3:4])([CH3:3])[CH3:2].O.[NH2:20][NH2:21]. Product: [NH:20]([C:14](=[O:16])[CH2:13][CH:11]1[CH2:12][CH:9]([NH:8][C:6](=[O:7])[O:5][C:1]([CH3:4])([CH3:3])[CH3:2])[CH2:10]1)[NH2:21]. The catalyst class is: 14. (2) Reactant: FC(F)(F)S([O:6][Si:7]([C:10]([CH3:13])([CH3:12])[CH3:11])([CH3:9])[CH3:8])(=O)=O.O[C:17]1([C:31]2[S:32][CH:33]=[CH:34][N:35]=2)[CH2:26][CH2:25][CH2:24][C:23]2[CH:22]=[C:21]([C:27]([O:29][CH3:30])=[O:28])[CH:20]=[CH:19][C:18]1=2.O. Product: [Si:7]([O:6][C:17]1([C:31]2[S:32][CH:33]=[CH:34][N:35]=2)[CH2:26][CH2:25][CH2:24][C:23]2[CH:22]=[C:21]([C:27]([O:29][CH3:30])=[O:28])[CH:20]=[CH:19][C:18]1=2)([C:10]([CH3:11])([CH3:12])[CH3:13])([CH3:8])[CH3:9]. The catalyst class is: 2.